Dataset: Catalyst prediction with 721,799 reactions and 888 catalyst types from USPTO. Task: Predict which catalyst facilitates the given reaction. Reactant: [CH3:1][N:2]([CH3:43])[CH2:3][CH2:4][NH:5][C:6]([C:8]1[C:17]2[N:16]=[C:15]3[C:18]([CH3:22])=[CH:19][CH:20]=[CH:21][C:14]3=[CH:13][C:12]=2[C:11](=[O:23])[N:10]([CH2:24][CH2:25][C:26]2[C:34]3[C:29](=[CH:30][CH:31]=[CH:32][CH:33]=3)[N:28](C(NCCN(C)C)=O)[CH:27]=2)[CH:9]=1)=[O:7].[OH-].[Na+]. Product: [CH3:43][N:2]([CH3:1])[CH2:3][CH2:4][NH:5][C:6]([C:8]1[C:17]2[N:16]=[C:15]3[C:18]([CH3:22])=[CH:19][CH:20]=[CH:21][C:14]3=[CH:13][C:12]=2[C:11](=[O:23])[N:10]([CH2:24][CH2:25][C:26]2[C:34]3[C:29](=[CH:30][CH:31]=[CH:32][CH:33]=3)[NH:28][CH:27]=2)[CH:9]=1)=[O:7]. The catalyst class is: 8.